From a dataset of Full USPTO retrosynthesis dataset with 1.9M reactions from patents (1976-2016). Predict the reactants needed to synthesize the given product. Given the product [Br:13][C:9]1[CH:8]=[C:7]([C:18]([OH:17])([CH3:19])[CH3:1])[CH:12]=[CH:11][CH:10]=1, predict the reactants needed to synthesize it. The reactants are: [CH3:1][Mg]Br.COC(=O)[C:7]1[CH:12]=[CH:11][CH:10]=[C:9]([Br:13])[CH:8]=1.CC[O:17][CH2:18][CH3:19].